From a dataset of Peptide-MHC class I binding affinity with 185,985 pairs from IEDB/IMGT. Regression. Given a peptide amino acid sequence and an MHC pseudo amino acid sequence, predict their binding affinity value. This is MHC class I binding data. (1) The binding affinity (normalized) is 0.358. The MHC is Mamu-B52 with pseudo-sequence Mamu-B52. The peptide sequence is QESCDKHYW. (2) The peptide sequence is LPMIIGEPI. The MHC is HLA-B53:01 with pseudo-sequence HLA-B53:01. The binding affinity (normalized) is 0.841. (3) The peptide sequence is DTAKPTSVY. The MHC is HLA-B44:02 with pseudo-sequence HLA-B44:02. The binding affinity (normalized) is 0.0847. (4) The peptide sequence is GVLHTKFWI. The MHC is HLA-A02:06 with pseudo-sequence HLA-A02:06. The binding affinity (normalized) is 0.442. (5) The peptide sequence is YMVTDKTAY. The MHC is HLA-A33:01 with pseudo-sequence HLA-A33:01. The binding affinity (normalized) is 0.0112. (6) The peptide sequence is VSQLAKRFSK. The MHC is HLA-A11:01 with pseudo-sequence HLA-A11:01. The binding affinity (normalized) is 0.553. (7) The peptide sequence is LLIHFLLSL. The MHC is HLA-A02:01 with pseudo-sequence HLA-A02:01. The binding affinity (normalized) is 0.738. (8) The peptide sequence is TILGIGTVL. The MHC is HLA-B07:02 with pseudo-sequence HLA-B07:02. The binding affinity (normalized) is 0.00231.